Dataset: Forward reaction prediction with 1.9M reactions from USPTO patents (1976-2016). Task: Predict the product of the given reaction. (1) Given the reactants [C:1]([O:5][C:6](=[O:24])[NH:7][CH2:8][CH2:9][CH2:10][C@H:11]([NH:16][C:17]([O:19][C:20]([CH3:23])([CH3:22])[CH3:21])=[O:18])[CH2:12][N:13]=[N+]=[N-])([CH3:4])([CH3:3])[CH3:2], predict the reaction product. The product is: [C:1]([O:5][C:6](=[O:24])[NH:7][CH2:8][CH2:9][CH2:10][C@H:11]([NH:16][C:17]([O:19][C:20]([CH3:23])([CH3:22])[CH3:21])=[O:18])[CH2:12][NH2:13])([CH3:4])([CH3:3])[CH3:2]. (2) Given the reactants Br[C:2]1[CH:3]=[C:4]([CH:8]=[C:9]([N+:11]([O-:13])=[O:12])[CH:10]=1)[C:5]([OH:7])=[O:6].[NH:14]1[CH2:18][CH2:17][CH2:16][C:15]1=[O:19], predict the reaction product. The product is: [N+:11]([C:9]1[CH:8]=[C:4]([CH:3]=[C:2]([N:14]2[CH2:18][CH2:17][CH2:16][C:15]2=[O:19])[CH:10]=1)[C:5]([OH:7])=[O:6])([O-:13])=[O:12]. (3) Given the reactants [C:1]([C:4]1[CH:9]=[CH:8][C:7]([CH2:10][CH:11](Br)[C:12]([O:14]C)=[O:13])=[C:6]([CH3:17])[CH:5]=1)(=[O:3])[CH3:2].C[O-].[Na+].Cl.O, predict the reaction product. The product is: [C:1]([C:4]1[CH:9]=[CH:8][C:7]([CH:10]=[CH:11][C:12]([OH:14])=[O:13])=[C:6]([CH3:17])[CH:5]=1)(=[O:3])[CH3:2]. (4) Given the reactants [Cl:1][C:2]1[S:3][C:4]([Cl:11])=[CH:5][C:6]=1[S:7](Cl)(=[O:9])=[O:8].[NH2:12][C:13]1[CH:14]=[C:15]([CH:25]=[CH:26][C:27]=1[O:28][CH3:29])[C:16]([NH:18][C:19]1[CH:24]=[CH:23][CH:22]=[CH:21][CH:20]=1)=[O:17], predict the reaction product. The product is: [Cl:1][C:2]1[S:3][C:4]([Cl:11])=[CH:5][C:6]=1[S:7]([NH:12][C:13]1[CH:14]=[C:15]([CH:25]=[CH:26][C:27]=1[O:28][CH3:29])[C:16]([NH:18][C:19]1[CH:24]=[CH:23][CH:22]=[CH:21][CH:20]=1)=[O:17])(=[O:9])=[O:8]. (5) Given the reactants FC(F)(F)S([O-])(=O)=O.[N:9]([CH2:12][CH2:13][CH2:14][N+:15]1[CH:20]=[CH:19][CH:18]=[C:17]([C:21]([C:23]2[N:24]=[CH:25][N:26]3[CH:30]=[C:29]([C:31]4[C@H:32]([CH3:55])[C@@H:33]5[C@@H:50]([C@H:51]([OH:53])[CH3:52])[C:49](=[O:54])[N:34]5[C:35]=4[C:36]([O:38]CC4C=CC([N+]([O-])=O)=CC=4)=[O:37])[S:28][C:27]=23)=[O:22])[CH:16]=1)=[N+]=[N-], predict the reaction product. The product is: [NH2:9][CH2:12][CH2:13][CH2:14][N+:15]1[CH:20]=[CH:19][CH:18]=[C:17]([C:21]([C:23]2[N:24]=[CH:25][N:26]3[CH:30]=[C:29]([C:31]4[C@H:32]([CH3:55])[C@@H:33]5[C@@H:50]([C@H:51]([OH:53])[CH3:52])[C:49](=[O:54])[N:34]5[C:35]=4[C:36]([O-:38])=[O:37])[S:28][C:27]=23)=[O:22])[CH:16]=1. (6) Given the reactants [O:1]([C:8]1[N:13]=[CH:12][C:11]([CH2:14]O)=[CH:10][CH:9]=1)[C:2]1[CH:7]=[CH:6][CH:5]=[CH:4][CH:3]=1.S(Cl)([Cl:18])=O.C(=O)(O)[O-].[Na+], predict the reaction product. The product is: [Cl:18][CH2:14][C:11]1[CH:10]=[CH:9][C:8]([O:1][C:2]2[CH:7]=[CH:6][CH:5]=[CH:4][CH:3]=2)=[N:13][CH:12]=1. (7) Given the reactants C(NC[C@H](O)COC1C(C#N)=CC=CN=1)(C)(C)C.[NH2:19][C:20]1[N:21]=[C:22](SC)[S:23][C:24]=1[C:25]([O:27][CH3:28])=[O:26].[ClH:31], predict the reaction product. The product is: [ClH:31].[NH2:19][C:20]1[N:21]=[CH:22][S:23][C:24]=1[C:25]([O:27][CH3:28])=[O:26]. (8) Given the reactants [CH2:1]([C:8]1[N:9]=[CH:10][N:11]([C:20]2[CH:25]=[CH:24][C:23]([O:26]CC3C=CC=CC=3)=[CH:22][CH:21]=2)[C:12](=[O:19])[C:13]=1C(OCC)=O)[C:2]1[CH:7]=[CH:6][CH:5]=[CH:4][CH:3]=1.Cl, predict the reaction product. The product is: [CH2:1]([C:8]1[N:9]=[CH:10][N:11]([C:20]2[CH:21]=[CH:22][C:23]([OH:26])=[CH:24][CH:25]=2)[C:12](=[O:19])[CH:13]=1)[C:2]1[CH:7]=[CH:6][CH:5]=[CH:4][CH:3]=1. (9) Given the reactants [F:1][C:2]1[CH:3]=[C:4]([CH:30]=[C:31]([F:33])[CH:32]=1)[CH2:5][NH:6][C:7]1[CH:12]=[C:11]([NH:13][C:14]2[CH:19]=[CH:18][C:17]([N:20]3[CH2:25][CH2:24][NH:23][CH2:22][CH2:21]3)=[CH:16][CH:15]=2)[N:10]=[CH:9][C:8]=1[CH2:26][C:27]([NH2:29])=[O:28].C(O)(=O)C.C(O[BH-](OC(=O)C)OC(=O)C)(=O)C.[Na+].[C:52]([NH:59][CH2:60][CH:61]=O)([O:54][C:55]([CH3:58])([CH3:57])[CH3:56])=[O:53], predict the reaction product. The product is: [C:55]([O:54][C:52]([NH:59][CH2:60][CH2:61][N:23]1[CH2:24][CH2:25][N:20]([C:17]2[CH:16]=[CH:15][C:14]([NH:13][C:11]3[N:10]=[CH:9][C:8]([CH2:26][C:27]([NH2:29])=[O:28])=[C:7]([NH:6][CH2:5][C:4]4[CH:3]=[C:2]([F:1])[CH:32]=[C:31]([F:33])[CH:30]=4)[CH:12]=3)=[CH:19][CH:18]=2)[CH2:21][CH2:22]1)=[O:53])([CH3:58])([CH3:57])[CH3:56]. (10) Given the reactants [CH3:1][C:2]1[C:3]([NH2:9])=[N:4][CH:5]=[C:6]([CH3:8])[N:7]=1.[Br:10][CH2:11][C:12](=O)[C:13]([O:15][CH2:16][CH3:17])=[O:14], predict the reaction product. The product is: [BrH:10].[CH3:8][C:6]1[N:7]=[C:2]([CH3:1])[C:3]2[N:4]([CH:11]=[C:12]([C:13]([O:15][CH2:16][CH3:17])=[O:14])[N:9]=2)[CH:5]=1.